This data is from Forward reaction prediction with 1.9M reactions from USPTO patents (1976-2016). The task is: Predict the product of the given reaction. (1) Given the reactants [C:52](NCCCOCCOCCOCCCNC(=O)C1C=C(C=[N+]=[N-])C=C(C(NCCCOCCOCCOCCCN[C:52](=[O:66])[CH2:53][CH2:54][CH2:55][CH2:56][C@H:57]2[C@@H:65]3[C@@H:60]([NH:61][C:62]([NH:64]3)=[O:63])[CH2:59][S:58]2)=O)C=1)(=[O:66])[CH2:53][CH2:54][CH2:55][CH2:56][C@H:57]1[C@@H:65]2[C@@H:60]([NH:61][C:62]([NH:64]2)=[O:63])[CH2:59][S:58]1.[OH2:74].Cl, predict the reaction product. The product is: [OH:74][C:52]([CH2:53][CH2:54][CH2:55][CH2:56][C@H:57]1[C@@H:65]2[C@@H:60]([NH:61][C:62]([NH:64]2)=[O:63])[CH2:59][S:58]1)=[O:66]. (2) Given the reactants [NH2:1][C:2]1[N:6]([C:7]2[C:12]([Cl:13])=[CH:11][C:10]([C:14]([F:17])([F:16])[F:15])=[CH:9][C:8]=2[Cl:18])[N:5]=[C:4]([S:19][CH3:20])[C:3]=1[C:21]([C:23]1[CH:28]=[C:27]([CH3:29])[CH:26]=[CH:25][C:24]=1[CH3:30])=[O:22].C(=O)(O)[O-:32].[Na+].ClC1C=C(C=CC=1)C(OO)=O.[OH2:47], predict the reaction product. The product is: [NH2:1][C:2]1[N:6]([C:7]2[C:12]([Cl:13])=[CH:11][C:10]([C:14]([F:17])([F:15])[F:16])=[CH:9][C:8]=2[Cl:18])[N:5]=[C:4]([S:19]([CH3:20])(=[O:32])=[O:47])[C:3]=1[C:21]([C:23]1[CH:28]=[C:27]([CH3:29])[CH:26]=[CH:25][C:24]=1[CH3:30])=[O:22].